The task is: Predict the reactants needed to synthesize the given product.. This data is from Full USPTO retrosynthesis dataset with 1.9M reactions from patents (1976-2016). (1) Given the product [C:1]1([C:7]2[CH:12]=[CH:11][CH:10]=[CH:9][C:8]=2[C:13]([O:15][CH2:16][CH3:17])=[O:14])[CH:2]=[CH:3][CH:4]=[CH:5][CH:6]=1, predict the reactants needed to synthesize it. The reactants are: [C:1]1([C:7]2[CH:12]=[CH:11][CH2:10][CH2:9][C:8]=2[C:13]([O:15][CH2:16][CH3:17])=[O:14])[CH:6]=[CH:5][CH:4]=[CH:3][CH:2]=1. (2) Given the product [CH2:1]([O:3][C:4](=[O:20])[CH2:5][NH:6][C:7]1[CH:12]=[C:11]([CH:13]2[CH2:18][CH2:17][CH2:16][N:15]([C:38]([C:37]3[S:36][C:35]([C:41]4[CH:42]=[CH:43][C:44]([C:47]([F:50])([F:48])[F:49])=[CH:45][CH:46]=4)=[N:34][C:33]=3[CH3:32])=[O:39])[CH2:14]2)[CH:10]=[CH:9][C:8]=1[CH3:19])[CH3:2], predict the reactants needed to synthesize it. The reactants are: [CH2:1]([O:3][C:4](=[O:20])[CH2:5][NH:6][C:7]1[CH:12]=[C:11]([CH:13]2[CH2:18][CH2:17][CH2:16][NH:15][CH2:14]2)[CH:10]=[CH:9][C:8]=1[CH3:19])[CH3:2].CN(C)CCCN=C=NCC.[CH3:32][C:33]1[N:34]=[C:35]([C:41]2[CH:46]=[CH:45][C:44]([C:47]([F:50])([F:49])[F:48])=[CH:43][CH:42]=2)[S:36][C:37]=1[C:38](O)=[O:39].